From a dataset of Catalyst prediction with 721,799 reactions and 888 catalyst types from USPTO. Predict which catalyst facilitates the given reaction. (1) Reactant: [CH3:1][N:2]1[C:6]2=[N:7][CH:8]=[C:9]([C:11]([F:14])([F:13])[F:12])[CH:10]=[C:5]2[N:4]=[C:3]1[C:15]1[CH:20]=[CH:19][CH:18]=[CH:17][C:16]=1[S:21][CH2:22][CH2:23][CH3:24].I([O-])(=O)(=O)=[O:26].[Na+].C(=O)([O-])O.[Na+].S([O-])([O-])(=O)=S.[Na+].[Na+]. Product: [CH3:1][N:2]1[C:6]2=[N:7][CH:8]=[C:9]([C:11]([F:14])([F:13])[F:12])[CH:10]=[C:5]2[N:4]=[C:3]1[C:15]1[CH:20]=[CH:19][CH:18]=[CH:17][C:16]=1[S:21]([CH2:22][CH2:23][CH3:24])=[O:26]. The catalyst class is: 72. (2) Reactant: C(OC([N:6]1[C:14]2[CH2:13][CH2:12][N:11]([C:15]([O:17][C:18]([CH3:21])([CH3:20])[CH3:19])=[O:16])[CH2:10][C:9]=2[C:8]([NH:22][C:23]([C:25]2[CH:30]=[CH:29][N:28]=[CH:27][C:26]=2[N:31]2C(=O)C3C(=CC=CC=3)C2=O)=[O:24])=[N:7]1)=O)C.O.NN. Product: [C:18]([O:17][C:15]([N:11]1[CH2:12][CH2:13][C:14]2[NH:6][N:7]=[C:8]([NH:22][C:23]([C:25]3[CH:30]=[CH:29][N:28]=[CH:27][C:26]=3[NH2:31])=[O:24])[C:9]=2[CH2:10]1)=[O:16])([CH3:21])([CH3:19])[CH3:20]. The catalyst class is: 14. (3) Reactant: [N+:1]([C:4]1[CH:9]=[CH:8][CH:7]=[CH:6][C:5]=1[C:10](=[CH:12][Si:13]([CH3:16])([CH3:15])[CH3:14])[CH3:11])([O-])=O.[H][H]. Product: [NH2:1][C:4]1[CH:9]=[CH:8][CH:7]=[CH:6][C:5]=1[CH:10]([CH2:12][Si:13]([CH3:15])([CH3:14])[CH3:16])[CH3:11]. The catalyst class is: 312. (4) Reactant: [Br:1][C:2]1[CH:3]=[C:4]2[C:10]([C:11]3[CH:16]=[C:15]([Cl:17])[N:14]=[C:13]([NH:18][CH:19]4[CH2:24][CH2:23][CH2:22][CH2:21][CH2:20]4)[CH:12]=3)=[CH:9][N:8](S(C3C=CC=CC=3)(=O)=O)[C:5]2=[N:6][CH:7]=1.[OH-].[Li+]. Product: [Br:1][C:2]1[CH:3]=[C:4]2[C:10]([C:11]3[CH:16]=[C:15]([Cl:17])[N:14]=[C:13]([NH:18][CH:19]4[CH2:24][CH2:23][CH2:22][CH2:21][CH2:20]4)[CH:12]=3)=[CH:9][NH:8][C:5]2=[N:6][CH:7]=1. The catalyst class is: 193.